This data is from Full USPTO retrosynthesis dataset with 1.9M reactions from patents (1976-2016). The task is: Predict the reactants needed to synthesize the given product. (1) The reactants are: [CH3:1][N:2]([CH2:11][C:12]1[CH:17]=[CH:16][N:15]=[CH:14][CH:13]=1)[C:3]1[N:8]=[CH:7][C:6]([C:9]#[N:10])=[CH:5][N:4]=1.Cl.[NH2:19][OH:20].C(N(CC)CC)C. Given the product [OH:20][N:19]=[C:9]([C:6]1[CH:7]=[N:8][C:3]([N:2]([CH3:1])[CH2:11][C:12]2[CH:17]=[CH:16][N:15]=[CH:14][CH:13]=2)=[N:4][CH:5]=1)[NH2:10], predict the reactants needed to synthesize it. (2) Given the product [C:26]([C:16]1([C:13]2[N:12]=[CH:11][C:10]([NH:9][C:7](=[O:8])[C:6]3[CH:28]=[C:2]([C:33]4[CH:34]=[CH:35][C:30]([F:29])=[CH:31][CH:32]=4)[CH:3]=[N:4][CH:5]=3)=[CH:15][CH:14]=2)[CH2:25][CH2:24][C:19]2([O:23][CH2:22][CH2:21][O:20]2)[CH2:18][CH2:17]1)#[N:27], predict the reactants needed to synthesize it. The reactants are: Br[C:2]1[CH:3]=[N:4][CH:5]=[C:6]([CH:28]=1)[C:7]([NH:9][C:10]1[CH:11]=[N:12][C:13]([C:16]2([C:26]#[N:27])[CH2:25][CH2:24][C:19]3([O:23][CH2:22][CH2:21][O:20]3)[CH2:18][CH2:17]2)=[CH:14][CH:15]=1)=[O:8].[F:29][C:30]1[CH:35]=[CH:34][C:33](B(O)O)=[CH:32][CH:31]=1.C(=O)([O-])[O-].[Na+].[Na+].C(O)C. (3) The reactants are: [C:1]([C:3]1([NH:6][C:7]([C@@H:9]2[CH2:13][C@@H:12]([S:14]([C:17]3[CH:22]=[CH:21][C:20](F)=[CH:19][C:18]=3[Cl:24])(=[O:16])=[O:15])[CH2:11][C@H:10]2[C:25]([N:27]2[CH2:30][C:29]([F:32])([F:31])[CH2:28]2)=[O:26])=[O:8])[CH2:5][CH2:4]1)#[N:2].[C:33]([N:36]1[CH2:41][CH2:40][NH:39][CH2:38][CH2:37]1)(=[O:35])[CH3:34]. Given the product [C:1]([C:3]1([NH:6][C:7]([C@@H:9]2[CH2:13][C@@H:12]([S:14]([C:17]3[CH:22]=[CH:21][C:20]([N:39]4[CH2:40][CH2:41][N:36]([C:33](=[O:35])[CH3:34])[CH2:37][CH2:38]4)=[CH:19][C:18]=3[Cl:24])(=[O:16])=[O:15])[CH2:11][C@H:10]2[C:25]([N:27]2[CH2:30][C:29]([F:31])([F:32])[CH2:28]2)=[O:26])=[O:8])[CH2:5][CH2:4]1)#[N:2], predict the reactants needed to synthesize it. (4) Given the product [Cl:1][C:2]1[C:10]2[O:9][CH:8](/[CH:11]=[CH:12]/[C:13]([OH:15])=[O:14])[CH2:7][C:6]=2[C:5]([C:18]2[CH:23]=[CH:22][C:21]([C:24]([N:26]3[CH2:29][CH:28]([F:30])[CH2:27]3)=[O:25])=[CH:20][CH:19]=2)=[CH:4][CH:3]=1, predict the reactants needed to synthesize it. The reactants are: [Cl:1][C:2]1[C:10]2[O:9][CH:8](/[CH:11]=[CH:12]/[C:13]([O:15]CC)=[O:14])[CH2:7][C:6]=2[C:5]([C:18]2[CH:23]=[CH:22][C:21]([C:24]([N:26]3[CH2:29][CH:28]([F:30])[CH2:27]3)=[O:25])=[CH:20][CH:19]=2)=[CH:4][CH:3]=1.[Li+].[OH-].O.Cl. (5) The reactants are: [CH3:1][C:2]1[CH:3]=[CH:4][CH:5]=[C:6]2[C:15]=1[N:14]=[C:13]1[C:8]([C:9]([C:16]([OH:18])=O)=[CH:10][CH:11]=[CH:12]1)=[N:7]2.C1N=CN(C(N2C=NC=C2)=O)C=1.[NH2:31][CH2:32][CH2:33][CH2:34][N:35]([CH3:52])[CH2:36][CH2:37][CH2:38][NH:39][C:40]1[N:41]=[N+:42]([O-:51])[C:43]2[CH:50]=[CH:49][CH:48]=[CH:47][C:44]=2[N+:45]=1[O-:46]. Given the product [O-:51][N+:42]1[C:43]2[CH:50]=[CH:49][CH:48]=[CH:47][C:44]=2[N+:45]([O-:46])=[C:40]([NH:39][CH2:38][CH2:37][CH2:36][N:35]([CH3:52])[CH2:34][CH2:33][CH2:32][NH:31][C:16]([C:9]2[C:8]3[C:13](=[N:14][C:15]4[C:6]([N:7]=3)=[CH:5][CH:4]=[CH:3][C:2]=4[CH3:1])[CH:12]=[CH:11][CH:10]=2)=[O:18])[N:41]=1, predict the reactants needed to synthesize it. (6) Given the product [OH:1][C@@H:2]([C:3]1[N:29]([C@H:30]2[CH2:31][CH2:32][C@H:33]([OH:36])[CH2:34][CH2:35]2)[C:21]2=[C:22]3[S:28][CH:27]=[CH:26][C:23]3=[N:24][CH:25]=[C:20]2[N:5]=1)[CH3:6], predict the reactants needed to synthesize it. The reactants are: [OH:1][C@H:2]([CH3:6])[C:3]([NH2:5])=O.F[B-](F)(F)F.C([O+](CC)CC)C.N[C:20]1[C:21]([NH:29][C@H:30]2[CH2:35][CH2:34][C@H:33]([OH:36])[CH2:32][CH2:31]2)=[C:22]2[S:28][CH:27]=[CH:26][C:23]2=[N:24][CH:25]=1.